Dataset: NCI-60 drug combinations with 297,098 pairs across 59 cell lines. Task: Regression. Given two drug SMILES strings and cell line genomic features, predict the synergy score measuring deviation from expected non-interaction effect. Drug 1: C1=CC(=CC=C1CC(C(=O)O)N)N(CCCl)CCCl.Cl. Drug 2: CC1=C(C(CCC1)(C)C)C=CC(=CC=CC(=CC(=O)O)C)C. Cell line: COLO 205. Synergy scores: CSS=17.8, Synergy_ZIP=3.76, Synergy_Bliss=8.03, Synergy_Loewe=-5.11, Synergy_HSA=-1.90.